This data is from Reaction yield outcomes from USPTO patents with 853,638 reactions. The task is: Predict the reaction yield, written as a fraction of the theoretical maximum amount of product (1.0 means a 100% yield; for example, 0.34 means a 34% yield). The reactants are [C:1]([N:4]1[CH2:9][CH2:8][CH:7]([C:10]([N:12]2[CH2:17][CH2:16][C@@H:15]([N:18]([C:20]([C:22]3[CH:27]=[CH:26][C:25]([O:28][CH3:29])=[CH:24][CH:23]=3)=[O:21])[CH3:19])[C@H:14]([C:30]3[CH:39]=[CH:38][C:33]([C:34]([O:36]C)=[O:35])=[CH:32][CH:31]=3)[CH2:13]2)=[O:11])[CH2:6][CH2:5]1)(=[O:3])[CH3:2].[OH-].[Na+]. The catalyst is CO. The product is [C:1]([N:4]1[CH2:9][CH2:8][CH:7]([C:10]([N:12]2[CH2:17][CH2:16][C@@H:15]([N:18]([C:20]([C:22]3[CH:23]=[CH:24][C:25]([O:28][CH3:29])=[CH:26][CH:27]=3)=[O:21])[CH3:19])[C@H:14]([C:30]3[CH:31]=[CH:32][C:33]([C:34]([OH:36])=[O:35])=[CH:38][CH:39]=3)[CH2:13]2)=[O:11])[CH2:6][CH2:5]1)(=[O:3])[CH3:2]. The yield is 0.470.